Predict the reaction yield, written as a fraction of the theoretical maximum amount of product (1.0 means a 100% yield; for example, 0.34 means a 34% yield). From a dataset of Reaction yield outcomes from USPTO patents with 853,638 reactions. (1) The reactants are C1(C[C:8](C2C=NC=CC=2)=[O:9])C=CC=CC=1.[NH2:16][C:17]1[CH:22]=[CH:21][C:20]([C:23]2[NH:28][C:27](=[O:29])[NH:26][CH:25]([C:30]3[CH:35]=[C:34]([N+]([O-])=O)[C:33](O)=[C:32]([O:40]CC)[CH:31]=3)[C:24]=2[C:43]2[CH:48]=[CH:47][CH:46]=[CH:45][CH:44]=2)=[CH:19]C=1.NC(N)=[O:51].Cl. The catalyst is CCO. The product is [OH:40][C:32]1[CH:31]=[C:30]([CH:25]2[C:24]([C:43]3[CH:44]=[CH:45][CH:46]=[CH:47][CH:48]=3)=[C:23]([C:20]3[CH:19]=[N:16][CH:17]=[CH:22][CH:21]=3)[NH:28][C:27](=[O:29])[NH:26]2)[CH:35]=[CH:34][C:33]=1[C:8]([OH:9])=[O:51]. The yield is 0.120. (2) The catalyst is CO. The product is [Cl:1][C:2]([F:12])([F:13])[C:3]1[N:8]=[CH:7][C:6]([CH:9]([OH:11])[CH3:10])=[CH:5][CH:4]=1. The reactants are [Cl:1][C:2]([F:13])([F:12])[C:3]1[N:8]=[CH:7][C:6]([C:9](=[O:11])[CH3:10])=[CH:5][CH:4]=1.[BH4-].[Na+].Cl. The yield is 0.930. (3) The reactants are O[CH2:2][C:3]1[CH:8]=[CH:7][C:6]([C:9]2[CH:10]=[C:11]([CH:14]=[O:15])[S:12][CH:13]=2)=[CH:5][CH:4]=1.C(N(CC)CC)C.CS([Cl:27])(=O)=O.[Cl-].[Li+]. The catalyst is CN(C)C=O.O. The product is [Cl:27][CH2:2][C:3]1[CH:8]=[CH:7][C:6]([C:9]2[CH:10]=[C:11]([CH:14]=[O:15])[S:12][CH:13]=2)=[CH:5][CH:4]=1. The yield is 0.800. (4) The reactants are Cl.[CH2:2]([O:4][C:5](=[O:18])[CH2:6][NH:7][C:8]1[CH:17]=[CH:16][CH:15]=[C:14]2[C:9]=1[CH2:10][CH2:11][NH:12][CH2:13]2)[CH3:3].[F:19][C@H:20]1[CH2:22][C@H:21]1[C:23](O)=[O:24].CN(C(ON1N=NC2C=CC=NC1=2)=[N+](C)C)C.F[P-](F)(F)(F)(F)F.CCN(C(C)C)C(C)C.C([O-])(O)=O.[Na+]. The catalyst is CN(C=O)C. The product is [CH2:2]([O:4][C:5](=[O:18])[CH2:6][NH:7][C:8]1[CH:17]=[CH:16][CH:15]=[C:14]2[C:9]=1[CH2:10][CH2:11][N:12]([C:23]([C@@H:21]1[CH2:22][C@@H:20]1[F:19])=[O:24])[CH2:13]2)[CH3:3]. The yield is 0.630. (5) The reactants are [I:1][C:2]1[CH:10]=[C:6](C(O)=O)[C:5]([NH2:11])=[CH:4][CH:3]=1.[CH:12](OC)=O.[CH3:16][OH:17].[NH3:18]. No catalyst specified. The product is [I:1][C:2]1[CH:10]=[C:6]2[C:5](=[CH:4][CH:3]=1)[N:11]=[CH:12][NH:18][C:16]2=[O:17]. The yield is 0.770.